From a dataset of Full USPTO retrosynthesis dataset with 1.9M reactions from patents (1976-2016). Predict the reactants needed to synthesize the given product. (1) Given the product [CH3:1][C:2]12[C:14]3[C:6](=[CH:7][C:8]([NH:15][C:17]4[N:18]=[CH:19][C:20]([C:23]([O:25][CH2:26][CH3:27])=[O:24])=[CH:21][N:22]=4)=[CH:9][C:10]=3[CH2:11][CH2:12][CH2:13]1)[CH2:5][CH2:4][CH2:3]2, predict the reactants needed to synthesize it. The reactants are: [CH3:1][C:2]12[C:14]3[C:6](=[CH:7][C:8]([NH2:15])=[CH:9][C:10]=3[CH2:11][CH2:12][CH2:13]1)[CH2:5][CH2:4][CH2:3]2.Cl[C:17]1[N:22]=[CH:21][C:20]([C:23]([O:25][CH2:26][CH3:27])=[O:24])=[CH:19][N:18]=1.C(=O)([O-])[O-].[K+].[K+]. (2) Given the product [OH:40][CH2:39][C:38]([N:34]1[CH2:35][CH2:36][CH:31]([O:30][C:25]2[CH:24]=[CH:23][C:22]([C:19]3[N:18]=[CH:17][N:16]=[C:15]4[C:20]=3[N:21]=[C:13]([C:10]3[CH:9]=[CH:8][C:7]([N:4]5[CH2:5][CH2:6][O:1][CH2:2][CH2:3]5)=[CH:12][CH:11]=3)[NH:14]4)=[CH:29][C:26]=2[C:27]#[N:28])[CH2:32][CH2:33]1)=[O:37], predict the reactants needed to synthesize it. The reactants are: [O:1]1[CH2:6][CH2:5][N:4]([C:7]2[CH:12]=[CH:11][C:10]([C:13]3[NH:14][C:15]4[C:20]([N:21]=3)=[C:19]([C:22]3[CH:23]=[CH:24][C:25]([O:30][CH:31]5[CH2:36][CH2:35][NH:34][CH2:33][CH2:32]5)=[C:26]([CH:29]=3)[C:27]#[N:28])[N:18]=[CH:17][N:16]=4)=[CH:9][CH:8]=2)[CH2:3][CH2:2]1.[OH:37][CH2:38][C:39](O)=[O:40].CCN(C(C)C)C(C)C.CN(C(ON1N=NC2C=CC=NC1=2)=[N+](C)C)C.F[P-](F)(F)(F)(F)F. (3) Given the product [CH3:11][O:12][C:13]([C:15]1([CH3:26])[O:16][CH2:17][CH:18]([CH2:21][CH2:22][CH2:23][CH2:24][O:10][N:9]=[C:7]([C:1]2[CH:6]=[CH:5][CH:4]=[CH:3][CH:2]=2)[CH3:8])[CH2:19][O:20]1)=[O:14], predict the reactants needed to synthesize it. The reactants are: [C:1]1([C:7](=[N:9][OH:10])[CH3:8])[CH:6]=[CH:5][CH:4]=[CH:3][CH:2]=1.[CH3:11][O:12][C:13]([C:15]1([CH3:26])[O:20][CH2:19][CH:18]([CH2:21][CH2:22][CH2:23][CH2:24]Cl)[CH2:17][O:16]1)=[O:14].C(=O)([O-])[O-].[Cs+].[Cs+]. (4) The reactants are: [CH3:1][CH:2]([CH2:8][C:9]1[CH:14]=[CH:13][CH:12]=[CH:11][N:10]=1)[C:3]([O:5][CH2:6][CH3:7])=[O:4].ClC1C=CC=C(C(OO)=O)C=1.C[Si]([C:30]#[N:31])(C)C.CN(C)C(Cl)=O. Given the product [C:30]([C:11]1[N:10]=[C:9]([CH2:8][CH:2]([CH3:1])[C:3]([O:5][CH2:6][CH3:7])=[O:4])[CH:14]=[CH:13][CH:12]=1)#[N:31], predict the reactants needed to synthesize it. (5) Given the product [O:1]([CH:8]([C:9]1[CH:10]=[C:64]2[CH2:81][NH:80][CH2:78][CH2:77][N:65]2[N:66]=1)[CH3:12])[C:2]1[CH:7]=[CH:6][CH:5]=[CH:4][CH:3]=1, predict the reactants needed to synthesize it. The reactants are: [O:1]([CH:8]([CH3:12])[C:9](=O)[CH3:10])[C:2]1[CH:7]=[CH:6][CH:5]=[CH:4][CH:3]=1.C(OCC)(=O)C(OCC)=O.C(OC(=O)C(=O)CC(=O)COC1C=CC=CC=1)C.C(OC(C1NN=C(COC2C=CC=CC=2)C=1)=O)C.C(OC([C:64]1[N:65]([CH2:77][CH:78]([NH:80][C:81](OC(C)(C)C)=O)C)[N:66]=C(COC2C=CC=CC=2)C=1)=O)C.CC1CN2N=C(COC3C=CC=CC=3)C=C2C(=O)N1.CC1CN2N=C(COC3C=CC=CC=3)C=C2CN1. (6) Given the product [C:14]([C@H:8]1[O:7][C@@H:6]([N:16]2[CH:24]=[N:23][C:22]3[C:17]2=[N:18][CH:19]=[N:20][C:21]=3[NH:32][C@@H:31]2[CH2:30][CH2:29][O:28][C@@H:27]2[CH3:26])[C@H:5]([OH:4])[C@@H:9]1[OH:10])#[CH:15], predict the reactants needed to synthesize it. The reactants are: C([O:4][C@@H:5]1[C@H:9]([O:10]C(=O)C)[C@@H:8]([C:14]#[CH:15])[O:7][C@H:6]1[N:16]1[CH:24]=[N:23][C:22]2[C:17]1=[N:18][CH:19]=[N:20][C:21]=2Cl)(=O)C.[CH3:26][C@@H:27]1[C@H:31]([NH2:32])[CH2:30][CH2:29][O:28]1. (7) Given the product [Br:1][C:2]1[CH:16]=[CH:15][C:14]2[O:17][CH2:19][N:7]([C:8]3[CH:13]=[CH:12][CH:11]=[CH:10][CH:9]=3)[C:5](=[O:6])[C:4]=2[C:3]=1[CH3:18], predict the reactants needed to synthesize it. The reactants are: [Br:1][C:2]1[C:3]([CH3:18])=[C:4]([C:14]([OH:17])=[CH:15][CH:16]=1)[C:5]([NH:7][C:8]1[CH:13]=[CH:12][CH:11]=[CH:10][CH:9]=1)=[O:6].[CH2:19]=O. (8) Given the product [C:1]([NH:5][CH:6]([C:33](=[O:41])[NH:34][C:35]1[CH:40]=[CH:39][CH:38]=[CH:37][N:36]=1)[CH2:7][C:8]1[CH:9]=[CH:10][C:11]([NH:14][C:15]([C:17]2[C:18]([C:23]3[CH:28]=[CH:27][C:26]([C:29]([F:32])([F:31])[F:30])=[CH:25][CH:24]=3)=[CH:19][CH:20]=[CH:21][CH:22]=2)=[O:16])=[CH:12][CH:13]=1)(=[O:3])[CH3:2], predict the reactants needed to synthesize it. The reactants are: [C:1](Cl)(=[O:3])[CH3:2].[NH2:5][CH:6]([C:33](=[O:41])[NH:34][C:35]1[CH:40]=[CH:39][CH:38]=[CH:37][N:36]=1)[CH2:7][C:8]1[CH:13]=[CH:12][C:11]([NH:14][C:15]([C:17]2[C:18]([C:23]3[CH:28]=[CH:27][C:26]([C:29]([F:32])([F:31])[F:30])=[CH:25][CH:24]=3)=[CH:19][CH:20]=[CH:21][CH:22]=2)=[O:16])=[CH:10][CH:9]=1.C(N(CC)CC)C.C(OCC)(=O)C. (9) Given the product [O:3]=[C:4]([CH3:9])[CH2:5][C:6]([O:7][CH2:2][CH:10]1[CH2:14][CH2:11][CH2:12]1)=[O:8], predict the reactants needed to synthesize it. The reactants are: C[C:2]1([CH3:10])[O:7][C:6](=[O:8])[CH:5]=[C:4]([CH3:9])[O:3]1.[CH:11]1(CO)[CH2:14]C[CH2:12]1. (10) Given the product [Cl:14][C:11]1[CH:12]=[CH:13][C:4]2[N:3]=[C:2]([Cl:1])[C:7]3[N:6]([CH:15]=[N:9][N:8]=3)[C:5]=2[N:10]=1, predict the reactants needed to synthesize it. The reactants are: [Cl:1][C:2]1[N:3]=[C:4]2[CH:13]=[CH:12][C:11]([Cl:14])=[N:10][C:5]2=[N:6][C:7]=1[NH:8][NH2:9].[CH:15](OC)(OC)OC.